Predict which catalyst facilitates the given reaction. From a dataset of Catalyst prediction with 721,799 reactions and 888 catalyst types from USPTO. (1) Reactant: [C:1]1([S:7](Cl)(=[O:9])=[O:8])[CH:6]=[CH:5][CH:4]=[CH:3][CH:2]=1.ClCCl.Cl.Cl.[N:16]1([C:22]([O:24][C:25]2[CH:26]=[N:27][CH:28]=[CH:29][CH:30]=2)=[O:23])[CH2:21][CH2:20][NH:19][CH2:18][CH2:17]1. Product: [C:1]1([S:7]([N:19]2[CH2:20][CH2:21][N:16]([C:22]([O:24][C:25]3[CH:26]=[N:27][CH:28]=[CH:29][CH:30]=3)=[O:23])[CH2:17][CH2:18]2)(=[O:9])=[O:8])[CH:6]=[CH:5][CH:4]=[CH:3][CH:2]=1. The catalyst class is: 22. (2) Reactant: [CH3:1][C:2]([C@H:4]1[C@@H:8]2[C@@H:9]3[C@@:22]([CH3:25])([CH2:23][CH2:24][C@@:7]2([C:31]([OH:33])=[O:32])[CH2:6][CH2:5]1)[C@@:21]1([CH3:26])[C@@H:12]([C@:13]2([CH3:30])[C@@H:18]([CH2:19][CH2:20]1)[C:17]([CH3:28])([CH3:27])[C@@H:16]([OH:29])[CH2:15][CH2:14]2)[CH2:11][CH2:10]3)=[CH2:3].[O:34](C(C)=O)[C:35]([CH3:37])=O. Product: [CH3:3][C:2]([CH:4]1[CH:8]2[CH:9]3[C:22]([CH3:25])([CH2:23][CH2:24][C:7]2([C:31]([OH:33])=[O:32])[CH2:6][CH2:5]1)[C:21]1([CH3:26])[CH:12]([C:13]2([CH3:30])[CH:18]([CH2:19][CH2:20]1)[C:17]([CH3:27])([CH3:28])[CH:16]([O:29][C:35]([CH3:37])=[O:34])[CH2:15][CH2:14]2)[CH2:11][CH2:10]3)=[CH2:1]. The catalyst class is: 143. (3) The catalyst class is: 3. Reactant: [OH:1][C:2]1[C:7]([C:8]([OH:10])=O)=[CH:6][N:5]=[C:4]([N:11]2[CH:15]=[CH:14][CH:13]=[N:12]2)[N:3]=1.CCN(CC)CC.CN(C(ON1N=NC2C=CC=NC1=2)=[N+](C)C)C.F[P-](F)(F)(F)(F)F.Cl.[NH2:48][C@H:49]([CH:62]1[CH2:67][CH2:66][CH2:65][CH2:64][CH2:63]1)[C:50]1[CH:55]=[CH:54][C:53]([P:56]([CH3:61])(=[O:60])[O:57][CH2:58][CH3:59])=[CH:52][CH:51]=1. Product: [CH:62]1([C@@H:49]([NH:48][C:8]([C:7]2[C:2]([OH:1])=[N:3][C:4]([N:11]3[CH:15]=[CH:14][CH:13]=[N:12]3)=[N:5][CH:6]=2)=[O:10])[C:50]2[CH:51]=[CH:52][C:53]([P:56]([CH3:61])(=[O:60])[O:57][CH2:58][CH3:59])=[CH:54][CH:55]=2)[CH2:63][CH2:64][CH2:65][CH2:66][CH2:67]1. (4) Reactant: [F:1][C:2]1[CH:10]=[CH:9][CH:8]=[C:7]([F:11])[C:3]=1[C:4]([OH:6])=O.[CH3:12][O:13][C:14]([C:16]1[C:20]([NH2:21])=[CH:19][NH:18][N:17]=1)=[O:15].C(Cl)CCl.C1C=CC2N(O)N=NC=2C=1. Product: [CH3:12][O:13][C:14]([C:16]1[C:20]([NH:21][C:4](=[O:6])[C:3]2[C:7]([F:11])=[CH:8][CH:9]=[CH:10][C:2]=2[F:1])=[CH:19][NH:18][N:17]=1)=[O:15]. The catalyst class is: 39. (5) Reactant: Cl[C:2]1[C:11]2[C:6](=[C:7]([O:14][CH3:15])[C:8]([O:12][CH3:13])=[CH:9][CH:10]=2)[N:5]=[CH:4][N:3]=1.Cl.[NH2:17][CH:18]1[CH2:22][O:21][CH2:20][CH:19]1[OH:23].CCN(C(C)C)C(C)C. Product: [CH3:13][O:12][C:8]1[C:7]([O:14][CH3:15])=[C:6]2[C:11]([C:2]([NH:17][C@@H:18]3[CH2:22][O:21][CH2:20][C@H:19]3[OH:23])=[N:3][CH:4]=[N:5]2)=[CH:10][CH:9]=1. The catalyst class is: 32. (6) Reactant: [F:1][C:2]1[C:3]([NH:22][C:23]2[CH:28]=[CH:27][C:26]([I:29])=[CH:25][C:24]=2[F:30])=[C:4]([C:9]([N:11]2[CH2:14][C:13]([C:16]([CH3:21])([CH3:20])[C:17](O)=[O:18])([OH:15])[CH2:12]2)=[O:10])[CH:5]=[CH:6][C:7]=1[F:8].C(N(CC)CC)C.C1CN([P+](ON2N=NC3C=CC=CC2=3)(N2CCCC2)N2CCCC2)CC1.F[P-](F)(F)(F)(F)F.[BH4-].[Na+]. Product: [F:1][C:2]1[C:3]([NH:22][C:23]2[CH:28]=[CH:27][C:26]([I:29])=[CH:25][C:24]=2[F:30])=[C:4]([C:9]([N:11]2[CH2:12][C:13]([C:16]([CH3:21])([CH3:20])[CH2:17][OH:18])([OH:15])[CH2:14]2)=[O:10])[CH:5]=[CH:6][C:7]=1[F:8]. The catalyst class is: 7. (7) Reactant: [F:1][C:2]1[CH:7]=[CH:6][C:5]([C:8]2[O:9][C:10]3[CH:20]=[C:19]([N:21]([CH3:26])[S:22]([CH3:25])(=[O:24])=[O:23])[C:18]([C:27]4[CH:32]=[CH:31][C:30](=[O:33])[N:29]([CH3:34])[CH:28]=4)=[CH:17][C:11]=3[C:12]=2[C:13]([NH:15][CH3:16])=[O:14])=[CH:4][CH:3]=1.C1C(=O)N([Br:42])C(=O)C1. Product: [Br:42][C:31]1[C:30](=[O:33])[N:29]([CH3:34])[CH:28]=[C:27]([C:18]2[C:19]([N:21]([CH3:26])[S:22]([CH3:25])(=[O:23])=[O:24])=[CH:20][C:10]3[O:9][C:8]([C:5]4[CH:6]=[CH:7][C:2]([F:1])=[CH:3][CH:4]=4)=[C:12]([C:13]([NH:15][CH3:16])=[O:14])[C:11]=3[CH:17]=2)[CH:32]=1. The catalyst class is: 10. (8) Reactant: [H-].[Na+].[CH3:3][O:4][CH2:5][CH2:6][OH:7].Br[C:9]1[C:10]([NH2:16])=[N:11][CH:12]=[C:13]([Br:15])[N:14]=1. Product: [CH3:3][O:4][CH2:5][CH2:6][O:7][C:9]1[C:10]([NH2:16])=[N:11][CH:12]=[C:13]([Br:15])[N:14]=1. The catalyst class is: 1.